Dataset: Catalyst prediction with 721,799 reactions and 888 catalyst types from USPTO. Task: Predict which catalyst facilitates the given reaction. Reactant: [C:1]([O:5][C:6]([NH:8][CH2:9][C@@H:10]([CH2:15][C:16]1[CH:21]=[C:20]([Cl:22])[CH:19]=[CH:18][C:17]=1[O:23][CH3:24])[C:11]([O:13][CH3:14])=[O:12])=[O:7])([CH3:4])([CH3:3])[CH3:2]. Product: [C:1]([O:5][C:6]([NH:8][CH2:9][CH:10]([CH2:15][C:16]1[CH:21]=[C:20]([Cl:22])[CH:19]=[CH:18][C:17]=1[O:23][CH3:24])[C:11]([O:13][CH3:14])=[O:12])=[O:7])([CH3:4])([CH3:3])[CH3:2]. The catalyst class is: 10.